From a dataset of Reaction yield outcomes from USPTO patents with 853,638 reactions. Predict the reaction yield, written as a fraction of the theoretical maximum amount of product (1.0 means a 100% yield; for example, 0.34 means a 34% yield). (1) The catalyst is CO.C1COCC1. The reactants are [NH2:1][C:2]1[C:7]([N+:8]([O-])=O)=[C:6]([O:11][C:12]2[C:21]3[C:16](=[CH:17][CH:18]=[CH:19][CH:20]=3)[C:15]([NH:22][C:23](=[O:29])[O:24][C:25]([CH3:28])([CH3:27])[CH3:26])=[CH:14][CH:13]=2)[CH:5]=[CH:4][N:3]=1. The product is [NH2:1][C:2]1[C:7]([NH2:8])=[C:6]([O:11][C:12]2[C:21]3[C:16](=[CH:17][CH:18]=[CH:19][CH:20]=3)[C:15]([NH:22][C:23](=[O:29])[O:24][C:25]([CH3:27])([CH3:26])[CH3:28])=[CH:14][CH:13]=2)[CH:5]=[CH:4][N:3]=1. The yield is 1.00. (2) The reactants are C([O-])([O-])=O.[K+].[K+].CS(O[CH:12]1[CH2:16][CH:15]([C:17]2[CH:22]=[CH:21][C:20]([Cl:23])=[CH:19][CH:18]=2)[O:14][CH2:13]1)(=O)=O.[F:24][C:25]([F:34])([F:33])[C:26]1[CH:27]=[C:28]([SH:32])[CH:29]=[CH:30][CH:31]=1. The product is [Cl:23][C:20]1[CH:19]=[CH:18][C:17]([CH:15]2[CH2:16][CH:12]([S:32][C:28]3[CH:29]=[CH:30][CH:31]=[C:26]([C:25]([F:24])([F:33])[F:34])[CH:27]=3)[CH2:13][O:14]2)=[CH:22][CH:21]=1. The yield is 0.620. The catalyst is CN(C=O)C. (3) The reactants are [CH3:1][C:2]1[N:3]=[C:4]([NH:7][C:8]([C:10]2[CH:11]=[C:12]([CH:17]=[CH:18][CH:19]=2)[C:13]([O:15][CH3:16])=[O:14])=[O:9])[S:5][CH:6]=1.[H-].[Na+].[CH3:22]I. The catalyst is CN(C=O)C. The product is [CH3:22][N:7]([C:4]1[S:5][CH:6]=[C:2]([CH3:1])[N:3]=1)[C:8]([C:10]1[CH:11]=[C:12]([CH:17]=[CH:18][CH:19]=1)[C:13]([O:15][CH3:16])=[O:14])=[O:9]. The yield is 0.740. (4) The reactants are [Li].[C:2](#[N:9])[C:3]1[CH:8]=[CH:7][CH:6]=[CH:5][CH:4]=1.CC(O)(C)C.Br[CH2:16][C:17]([O:19][CH2:20][CH3:21])=[O:18].[Cl-].[NH4+]. The catalyst is N.C1COCC1. The product is [CH2:20]([O:19][C:17](=[O:18])[CH2:16][C:3]1([C:2]#[N:9])[CH:8]=[CH:7][CH2:6][CH:5]=[CH:4]1)[CH3:21]. The yield is 0.600. (5) The product is [O:18]1[CH:19]=[N:20][N:21]=[C:17]1[C:14]1[CH:15]=[CH:16][C:11]([B:31]([OH:32])[OH:30])=[CH:12][CH:13]=1. The yield is 0.755. The catalyst is O1CCCC1.CC(C)CC(=O)C.CO. The reactants are [Li].ClC1C=CC=CC=1C.Br[C:11]1[CH:16]=[CH:15][C:14]([C:17]2[O:18][CH:19]=[N:20][N:21]=2)=[CH:13][CH:12]=1.C([Li])CCCCC.C[O:30][B:31](OC)[O:32]C. (6) The reactants are Br[C:2]1[CH:10]=[C:9]2[C:5]([CH2:6][CH2:7][CH:8]2[NH:11][C:12]2[CH:17]=[CH:16][CH:15]=[C:14]([Cl:18])[CH:13]=2)=[CH:4][CH:3]=1.C(P(C(C)(C)C)C1C=CC=CC=1C1C=CC=CC=1)(C)(C)C.CC(C)([O-])C.[Na+].[CH3:46][N:47]([CH3:57])[C:48]1[CH:53]=[CH:52][C:51]([CH2:54][NH:55][CH3:56])=[CH:50][CH:49]=1. The catalyst is C1(C)C=CC=CC=1.C(OCC)(=O)C.O.C([O-])(=O)C.[Pd+2].C([O-])(=O)C. The product is [Cl:18][C:14]1[CH:13]=[C:12]([NH:11][CH:8]2[C:9]3[C:5](=[CH:4][CH:3]=[C:2]([N:55]([CH2:54][C:51]4[CH:52]=[CH:53][C:48]([N:47]([CH3:46])[CH3:57])=[CH:49][CH:50]=4)[CH3:56])[CH:10]=3)[CH2:6][CH2:7]2)[CH:17]=[CH:16][CH:15]=1. The yield is 0.430.